Dataset: Reaction yield outcomes from USPTO patents with 853,638 reactions. Task: Predict the reaction yield, written as a fraction of the theoretical maximum amount of product (1.0 means a 100% yield; for example, 0.34 means a 34% yield). The reactants are C(NC(C)C)(C)C.CCCCCC.[CH3:14][O:15][C:16]([CH:18]1[CH2:23][CH2:22][CH2:21][CH2:20][CH2:19]1)=[O:17].Br[CH2:25][CH:26]([CH2:29][CH3:30])[CH2:27][CH3:28].Cl. The catalyst is C1COCC1.C(OCC)(=O)C. The product is [CH3:14][O:15][C:16]([C:18]1([CH2:25][CH:26]([CH2:29][CH3:30])[CH2:27][CH3:28])[CH2:23][CH2:22][CH2:21][CH2:20][CH2:19]1)=[O:17]. The yield is 0.660.